From a dataset of Full USPTO retrosynthesis dataset with 1.9M reactions from patents (1976-2016). Predict the reactants needed to synthesize the given product. Given the product [F:1][C:2]1[CH:7]=[CH:6][CH:5]=[CH:4][C:3]=1[N:8]1[C:12]([C:13]2[CH:18]=[CH:17][N:16]=[CH:15][CH:14]=2)=[C:11]([C:19]2[O:23][N:22]=[C:21]([C:24]3[CH:31]=[CH:30][C:27]([CH2:28][N:33]([CH3:32])[CH2:34][C:35]([OH:37])=[O:36])=[CH:26][CH:25]=3)[N:20]=2)[N:10]=[N:9]1, predict the reactants needed to synthesize it. The reactants are: [F:1][C:2]1[CH:7]=[CH:6][CH:5]=[CH:4][C:3]=1[N:8]1[C:12]([C:13]2[CH:18]=[CH:17][N:16]=[CH:15][CH:14]=2)=[C:11]([C:19]2[O:23][N:22]=[C:21]([C:24]3[CH:31]=[CH:30][C:27]([CH:28]=O)=[CH:26][CH:25]=3)[N:20]=2)[N:10]=[N:9]1.[CH3:32][NH:33][CH2:34][C:35]([OH:37])=[O:36].